From a dataset of Peptide-MHC class I binding affinity with 185,985 pairs from IEDB/IMGT. Regression. Given a peptide amino acid sequence and an MHC pseudo amino acid sequence, predict their binding affinity value. This is MHC class I binding data. (1) The peptide sequence is CERYGFPAS. The MHC is HLA-A80:01 with pseudo-sequence HLA-A80:01. The binding affinity (normalized) is 0.0847. (2) The peptide sequence is LQNFCQHLV. The MHC is HLA-A80:01 with pseudo-sequence HLA-A80:01. The binding affinity (normalized) is 0.0847. (3) The peptide sequence is WDAYIPHYV. The MHC is HLA-B15:17 with pseudo-sequence HLA-B15:17. The binding affinity (normalized) is 0.0847. (4) The peptide sequence is GMNAPDDLV. The MHC is HLA-A02:01 with pseudo-sequence HLA-A02:01. The binding affinity (normalized) is 0.191. (5) The peptide sequence is AQFSPQYL. The MHC is HLA-B40:01 with pseudo-sequence HLA-B40:01. The binding affinity (normalized) is 0.225. (6) The peptide sequence is IRYLGVLLY. The MHC is HLA-B48:01 with pseudo-sequence HLA-B48:01. The binding affinity (normalized) is 0.0847. (7) The binding affinity (normalized) is 0. The peptide sequence is FLGPLLVLQA. The MHC is HLA-A68:01 with pseudo-sequence HLA-A68:01. (8) The peptide sequence is ALVEMGHHV. The MHC is HLA-A02:19 with pseudo-sequence HLA-A02:19. The binding affinity (normalized) is 0.547. (9) The binding affinity (normalized) is 0.321. The MHC is HLA-B27:05 with pseudo-sequence HLA-B27:05. The peptide sequence is LRPVIHCRA. (10) The peptide sequence is MMWATAQAL. The binding affinity (normalized) is 0.0641. The MHC is BoLA-T2b with pseudo-sequence BoLA-T2b.